From a dataset of Full USPTO retrosynthesis dataset with 1.9M reactions from patents (1976-2016). Predict the reactants needed to synthesize the given product. (1) Given the product [OH:1][CH2:2][CH2:3][CH2:4][N:5]1[C:9]2[CH:10]=[CH:11][C:12]([CH:14]=[O:19])=[CH:13][C:8]=2[N:7]=[N:6]1, predict the reactants needed to synthesize it. The reactants are: [OH:1][CH2:2][CH2:3][CH2:4][N:5]1[C:9]2[CH:10]=[CH:11][C:12]([C:14]#N)=[CH:13][C:8]=2[N:7]=[N:6]1.CO.C(=O)([O-])[O-:19].[K+].[K+].Cl. (2) The reactants are: [F:1][C:2]1[CH:7]=[C:6]([O:8][CH2:9][CH2:10][O:11][CH3:12])[CH:5]=[C:4]([F:13])[CH:3]=1.C([Li])CCC.C(O[B:23]1[O:27][C:26]([CH3:29])([CH3:28])[C:25]([CH3:31])([CH3:30])[O:24]1)(C)C. Given the product [F:1][C:2]1[CH:7]=[C:6]([O:8][CH2:9][CH2:10][O:11][CH3:12])[CH:5]=[C:4]([F:13])[C:3]=1[B:23]1[O:27][C:26]([CH3:29])([CH3:28])[C:25]([CH3:31])([CH3:30])[O:24]1, predict the reactants needed to synthesize it. (3) Given the product [Br:1][C:2]1[CH:3]=[N:4][N:5]([C:7]2[C:8]([C:23]3[CH:24]=[CH:25][C:26]4[O:31][CH2:30][CH2:29][CH2:28][C:27]=4[CH:32]=3)=[C:9]([CH:17]([O:22][C:8]([CH3:23])([CH3:9])[CH3:7])[C:18]([O:20][CH3:21])=[O:19])[C:10]([C:13]([F:16])([F:14])[F:15])=[CH:11][CH:12]=2)[CH:6]=1, predict the reactants needed to synthesize it. The reactants are: [Br:1][C:2]1[CH:3]=[N:4][N:5]([C:7]2[C:8]([C:23]3[CH:24]=[CH:25][C:26]4[O:31][CH2:30][CH2:29][CH2:28][C:27]=4[CH:32]=3)=[C:9]([CH:17]([OH:22])[C:18]([O:20][CH3:21])=[O:19])[C:10]([C:13]([F:16])([F:15])[F:14])=[CH:11][CH:12]=2)[CH:6]=1.Cl(O)(=O)(=O)=O.[Na].